Dataset: Forward reaction prediction with 1.9M reactions from USPTO patents (1976-2016). Task: Predict the product of the given reaction. (1) Given the reactants [SH:1][CH2:2][CH2:3][N:4]([CH2:14][CH2:15][C:16]1[CH:21]=[CH:20][CH:19]=[CH:18][CH:17]=1)[C:5](=[O:13])[NH:6][C@H:7]1[CH2:12][CH2:11][O:10][C:8]1=[O:9].[OH-:22].[Li+], predict the reaction product. The product is: [OH:10][CH2:11][CH2:12][C@H:7]([NH:6][C:5]([N:4]([CH2:3][CH2:2][SH:1])[CH2:14][CH2:15][C:16]1[CH:21]=[CH:20][CH:19]=[CH:18][CH:17]=1)=[O:13])[C:8]([OH:22])=[O:9]. (2) Given the reactants [CH:1]1([C:4]([C:7]2[CH:12]=[CH:11][CH:10]=[C:9]([O:13][CH3:14])[C:8]=2[OH:15])(O)[CH3:5])[CH2:3][CH2:2]1.C([SiH](CC)CC)C.FC(F)(F)C(O)=O.C(=O)(O)[O-].[Na+].[F-].C([N+](CCCC)(CCCC)CCCC)CCC, predict the reaction product. The product is: [CH:1]1([CH:4]([C:7]2[CH:12]=[CH:11][CH:10]=[C:9]([O:13][CH3:14])[C:8]=2[OH:15])[CH3:5])[CH2:3][CH2:2]1. (3) Given the reactants [Cl:1][C:2]1[CH:22]=[CH:21][C:5]([CH2:6][C:7]2[C:8]([CH3:20])=[C:9]([CH3:19])[C:10]([CH:17]=O)=[C:11]([CH:16]=2)[C:12](OC)=[O:13])=[CH:4][CH:3]=1.[NH2:23][C@@H:24]1[C@@H:29]([OH:30])[CH2:28][CH2:27][O:26][CH2:25]1, predict the reaction product. The product is: [Cl:1][C:2]1[CH:3]=[CH:4][C:5]([CH2:6][C:7]2[CH:16]=[C:11]3[C:10]([CH2:17][N:23]([C@@H:24]4[C@@H:29]([OH:30])[CH2:28][CH2:27][O:26][CH2:25]4)[C:12]3=[O:13])=[C:9]([CH3:19])[C:8]=2[CH3:20])=[CH:21][CH:22]=1. (4) Given the reactants Br[CH2:2][C:3]1[CH:8]=[CH:7][CH:6]=[CH:5][C:4]=1[F:9].[OH:10][C:11]1[CH:15]=[C:14]([N:16]2[C:24]3[CH:23]=[CH:22][N:21]=[CH:20][C:19]=3[N:18]=[CH:17]2)[S:13][C:12]=1[C:25]([O:27][CH3:28])=[O:26].C(=O)([O-])[O-].[K+].[K+], predict the reaction product. The product is: [F:9][C:4]1[CH:5]=[CH:6][CH:7]=[CH:8][C:3]=1[CH2:2][O:10][C:11]1[CH:15]=[C:14]([N:16]2[C:24]3[CH:23]=[CH:22][N:21]=[CH:20][C:19]=3[N:18]=[CH:17]2)[S:13][C:12]=1[C:25]([O:27][CH3:28])=[O:26]. (5) Given the reactants [CH2:1]([O:8][C:9]1[CH:19]=[CH:18][C:12]([O:13][CH2:14][C@H:15]2[O:17][CH2:16]2)=[CH:11][C:10]=1[NH:20][S:21]([CH3:24])(=[O:23])=[O:22])[C:2]1[CH:7]=[CH:6][CH:5]=[CH:4][CH:3]=1.[CH2:25]([NH:32][CH:33]([CH3:50])[CH2:34][CH:35]([C:43]1[CH:48]=[CH:47][C:46]([OH:49])=[CH:45][CH:44]=1)[C:36]1[CH:41]=[CH:40][C:39]([OH:42])=[CH:38][CH:37]=1)[C:26]1[CH:31]=[CH:30][CH:29]=[CH:28][CH:27]=1.C(=O)(O)[O-].[Na+], predict the reaction product. The product is: [CH2:25]([N:32]([CH:33]([CH3:50])[CH2:34][CH:35]([C:36]1[CH:37]=[CH:38][C:39]([OH:42])=[CH:40][CH:41]=1)[C:43]1[CH:48]=[CH:47][C:46]([OH:49])=[CH:45][CH:44]=1)[CH2:16][C@H:15]([OH:17])[CH2:14][O:13][C:12]1[CH:18]=[CH:19][C:9]([O:8][CH2:1][C:2]2[CH:7]=[CH:6][CH:5]=[CH:4][CH:3]=2)=[C:10]([NH:20][S:21]([CH3:24])(=[O:23])=[O:22])[CH:11]=1)[C:26]1[CH:27]=[CH:28][CH:29]=[CH:30][CH:31]=1. (6) Given the reactants Cl[C:2]1[C:3]([N+:15]([O-:17])=[O:16])=[C:4]([C:9]([N+:12]([O-:14])=[O:13])=[CH:10][CH:11]=1)[C:5]([O:7][CH3:8])=[O:6].[N:18]1([CH2:21][CH2:22][OH:23])[CH2:20][CH2:19]1.[Li+].[Cl-:25], predict the reaction product. The product is: [Cl:25][CH2:20][CH2:19][N:18]([CH2:21][CH2:22][OH:23])[C:2]1[C:3]([N+:15]([O-:17])=[O:16])=[C:4]([C:9]([N+:12]([O-:14])=[O:13])=[CH:10][CH:11]=1)[C:5]([O:7][CH3:8])=[O:6].